From a dataset of Reaction yield outcomes from USPTO patents with 853,638 reactions. Predict the reaction yield, written as a fraction of the theoretical maximum amount of product (1.0 means a 100% yield; for example, 0.34 means a 34% yield). (1) The reactants are [CH2:1]([N:8]1[CH2:13][CH2:12][CH:11]([CH:14]([C:16]2[C:21]([CH3:22])=[C:20]([O:23]C)[C:19]([CH3:25])=[C:18]([CH3:26])[C:17]=2[O:27]C)O)[CH2:10][CH2:9]1)[C:2]1[CH:7]=[CH:6][CH:5]=[CH:4][CH:3]=1.Br.[OH-].[Na+]. The catalyst is C(O)(=O)C. The product is [CH2:1]([N:8]1[CH2:13][CH2:12][C:11]2([CH2:14][C:16]3[C:21]([CH3:22])=[C:20]([OH:23])[C:19]([CH3:25])=[C:18]([CH3:26])[C:17]=3[O:27]2)[CH2:10][CH2:9]1)[C:2]1[CH:7]=[CH:6][CH:5]=[CH:4][CH:3]=1. The yield is 0.860. (2) The reactants are [NH2:1][C:2]1[C:11]([C:12]([NH:14][C:15]2[CH:16]=[N:17][CH:18]=[C:19]([F:30])[C:20]=2[N:21]2[CH2:26][CH2:25][CH:24]([C:27]([OH:29])=[O:28])[CH2:23][CH2:22]2)=[O:13])=[C:5]2[N:6]=[CH:7][C:8]([F:10])=[CH:9][N:4]2[N:3]=1.[ClH:31]. The catalyst is CN1C(=O)CCC1. The product is [ClH:31].[NH2:1][C:2]1[C:11]([C:12]([NH:14][C:15]2[CH:16]=[N:17][CH:18]=[C:19]([F:30])[C:20]=2[N:21]2[CH2:22][CH2:23][CH:24]([C:27]([OH:29])=[O:28])[CH2:25][CH2:26]2)=[O:13])=[C:5]2[N:6]=[CH:7][C:8]([F:10])=[CH:9][N:4]2[N:3]=1. The yield is 1.00. (3) The reactants are [CH3:1][O:2][CH2:3][CH2:4][O:5][CH2:6][C:7]([C:10]1[CH:15]=[CH:14][C:13]([NH:16][C:17](=[O:19])[CH3:18])=[CH:12][C:11]=1[N+:20]([O-])=O)([CH3:9])[CH3:8]. The catalyst is CO.[Ni]. The product is [NH2:20][C:11]1[CH:12]=[C:13]([NH:16][C:17](=[O:19])[CH3:18])[CH:14]=[CH:15][C:10]=1[C:7]([CH3:9])([CH3:8])[CH2:6][O:5][CH2:4][CH2:3][O:2][CH3:1]. The yield is 0.350. (4) The reactants are [CH2:1]([O:8][N:9]1[C:15](=[O:16])[N:14]2[CH2:17][C@H:10]1[CH2:11][CH2:12][C@H:13]2[CH2:18][OH:19])[C:2]1[CH:7]=[CH:6][CH:5]=[CH:4][CH:3]=1.ClN1C(=O)N(Cl)C(=O)N(Cl)C1=O. The catalyst is C(Cl)Cl.CC1(C)N([O])C(C)(C)CCC1. The product is [CH2:1]([O:8][N:9]1[C:15](=[O:16])[N:14]2[CH2:17][C@H:10]1[CH2:11][CH2:12][C@H:13]2[CH:18]=[O:19])[C:2]1[CH:3]=[CH:4][CH:5]=[CH:6][CH:7]=1. The yield is 0.900. (5) The reactants are [CH3:1][C@H:2]1[C@@H:7]([N:8]([C:10]2[N:18]=[CH:17][N:16]=[C:15]3[C:11]=2[CH:12]=[CH:13][NH:14]3)[CH3:9])[CH2:6][N:5]([C:19]([CH2:21][C:22]#[N:23])=[O:20])[CH2:4][CH2:3]1.Cl.O.[C:26]([OH:38])(=[O:37])[CH2:27][C:28]([CH2:33][C:34]([OH:36])=[O:35])([C:30]([OH:32])=[O:31])[OH:29].C(=O)([O-])[O-].[K+].[K+]. The catalyst is O. The product is [CH3:1][C@H:2]1[C@@H:7]([N:8]([C:10]2[N:18]=[CH:17][N:16]=[C:15]3[C:11]=2[CH:12]=[CH:13][NH:14]3)[CH3:9])[CH2:6][N:5]([C:19]([CH2:21][C:22]#[N:23])=[O:20])[CH2:4][CH2:3]1.[CH2:33]([C:28]([OH:29])([C:30]([OH:32])=[O:31])[CH2:27][C:26]([OH:38])=[O:37])[C:34]([OH:36])=[O:35]. The yield is 0.890. (6) The reactants are I[C:2]1[CH:7]=[CH:6][C:5]([O:8][CH2:9][CH2:10][O:11][CH3:12])=[CH:4][C:3]=1[N+:13]([O-:15])=[O:14].[C:16]([O:20][CH2:21][CH3:22])(=[O:19])[CH:17]=[CH2:18].C(N(CC)CC)C. The catalyst is C(#N)C.C([O-])(=O)C.[Pd+2].C([O-])(=O)C. The product is [CH3:12][O:11][CH2:10][CH2:9][O:8][C:5]1[CH:6]=[CH:7][C:2](/[CH:18]=[CH:17]/[C:16]([O:20][CH2:21][CH3:22])=[O:19])=[C:3]([N+:13]([O-:15])=[O:14])[CH:4]=1. The yield is 0.960.